From a dataset of Reaction yield outcomes from USPTO patents with 853,638 reactions. Predict the reaction yield, written as a fraction of the theoretical maximum amount of product (1.0 means a 100% yield; for example, 0.34 means a 34% yield). (1) The reactants are Br[C:2]1[CH:9]=[CH:8][C:5]([CH:6]=[O:7])=[CH:4][CH:3]=1.C(B(CC)[C:13]1[CH:14]=[N:15][CH:16]=[CH:17][CH:18]=1)C.C(=O)([O-])[O-].[Na+].[Na+]. The catalyst is C1(C)C=CC=CC=1.C(OCC)(=O)C.C1C=CC([P]([Pd]([P](C2C=CC=CC=2)(C2C=CC=CC=2)C2C=CC=CC=2)([P](C2C=CC=CC=2)(C2C=CC=CC=2)C2C=CC=CC=2)[P](C2C=CC=CC=2)(C2C=CC=CC=2)C2C=CC=CC=2)(C2C=CC=CC=2)C2C=CC=CC=2)=CC=1. The product is [N:15]1[CH:16]=[CH:17][CH:18]=[C:13]([C:2]2[CH:9]=[CH:8][C:5]([CH:6]=[O:7])=[CH:4][CH:3]=2)[CH:14]=1. The yield is 0.720. (2) The reactants are Cl[C:2]1[N:3]=[C:4]2[CH:20]=[C:19]([I:21])[CH:18]=[N:17][C:5]2=[N:6][C:7]=1[N:8]1[CH2:13][CH2:12][N:11]2[CH2:14][CH2:15][CH2:16][CH:10]2[CH2:9]1.O.[NH2:23][NH2:24]. The catalyst is CCO. The product is [CH2:9]1[N:8]([C:7]2[N:6]=[C:5]3[N:17]=[CH:18][C:19]([I:21])=[CH:20][C:4]3=[N:3][C:2]=2[NH:23][NH2:24])[CH2:13][CH2:12][N:11]2[CH2:14][CH2:15][CH2:16][CH:10]12. The yield is 1.00. (3) The reactants are [CH2:1]([N:8]1[CH2:13][CH2:12][N:11]([CH2:14][C:15]2[CH:20]=[CH:19][CH:18]=[CH:17][CH:16]=2)[CH2:10][C@@H:9]1[CH:21]=[CH2:22])[C:2]1[CH:7]=[CH:6][CH:5]=[CH:4][CH:3]=1.C12BC(CCC1)CCC2.I[C:33]1[CH:38]=[CH:37][CH:36]=[C:35]([Cl:39])[CH:34]=1.C1(P(C2C=CC=CC=2)C2C=CC=CC=2)C=CC=CC=1.[OH-].[Na+]. The catalyst is C1C=CC([P]([Pd]([P](C2C=CC=CC=2)(C2C=CC=CC=2)C2C=CC=CC=2)([P](C2C=CC=CC=2)(C2C=CC=CC=2)C2C=CC=CC=2)[P](C2C=CC=CC=2)(C2C=CC=CC=2)C2C=CC=CC=2)(C2C=CC=CC=2)C2C=CC=CC=2)=CC=1. The product is [CH2:1]([N:8]1[CH2:13][CH2:12][N:11]([CH2:14][C:15]2[CH:20]=[CH:19][CH:18]=[CH:17][CH:16]=2)[CH2:10][C@@H:9]1[CH2:21][CH2:22][C:33]1[CH:38]=[CH:37][CH:36]=[C:35]([Cl:39])[CH:34]=1)[C:2]1[CH:3]=[CH:4][CH:5]=[CH:6][CH:7]=1. The yield is 0.720. (4) The reactants are Br.[NH:2]([C:4]1[CH:9]=[CH:8][N:7]=[N:6][CH:5]=1)[NH2:3].O=[C:11]1[CH2:15][CH2:14][CH2:13][CH:12]1[C:16]#[N:17]. The catalyst is CCO. The product is [N:7]1[CH:8]=[CH:9][C:4]([N:2]2[C:16]([NH2:17])=[C:12]3[CH2:13][CH2:14][CH2:15][C:11]3=[N:3]2)=[CH:5][N:6]=1. The yield is 0.920. (5) The product is [C:34]([O:38][C:39]([N:41]1[C:49]2[C:44](=[CH:45][C:46]([O:50][CH3:51])=[CH:47][CH:48]=2)[CH:43]=[C:42]1[C:29]1[CH:30]=[CH:31][C:26](/[CH:25]=[CH:24]/[C:12]2[N:11]([CH2:10][C:7]3[CH:8]=[CH:9][C:4]([C:3]([O:2][CH3:1])=[O:33])=[CH:5][CH:6]=3)[CH:15]=[C:14]([C:16]3[CH:21]=[CH:20][C:19]([Cl:22])=[CH:18][C:17]=3[Cl:23])[N:13]=2)=[CH:27][CH:28]=1)=[O:40])([CH3:37])([CH3:36])[CH3:35]. The reactants are [CH3:1][O:2][C:3](=[O:33])[C:4]1[CH:9]=[CH:8][C:7]([CH2:10][N:11]2[CH:15]=[C:14]([C:16]3[CH:21]=[CH:20][C:19]([Cl:22])=[CH:18][C:17]=3[Cl:23])[N:13]=[C:12]2/[CH:24]=[CH:25]/[C:26]2[CH:31]=[CH:30][C:29](Br)=[CH:28][CH:27]=2)=[CH:6][CH:5]=1.[C:34]([O:38][C:39]([N:41]1[C:49]2[C:44](=[CH:45][C:46]([O:50][CH3:51])=[CH:47][CH:48]=2)[CH:43]=[C:42]1B(O)O)=[O:40])([CH3:37])([CH3:36])[CH3:35]. The yield is 0.610. No catalyst specified. (6) The product is [NH2:15][C:14]1[N:39]([CH2:35][CH:36]([CH3:38])[CH3:37])[C:5]([CH2:6][CH2:1][CH3:11])=[N:12][C:13]=1[C:16]#[N:17]. The reactants are [C:1]1([CH3:11])[CH:6]=[CH:5]C(S(O)(=O)=O)=CC=1.[NH2:12][CH:13]([C:16]#[N:17])[C:14]#[N:15].C(N(CC)CC)C.C(OC)(OC)(OC)CCC.[CH2:35]([NH2:39])[CH:36]([CH3:38])[CH3:37].C(=O)([O-])[O-].[Na+].[Na+]. The catalyst is C1(C)C=CC=CC=1. The yield is 0.700. (7) The reactants are [Br:1][C:2]1[CH:6]=[N:5][N:4]([CH3:7])[C:3]=1[C:8]1[CH:9]=[C:10]([NH2:16])[CH:11]=[CH:12][C:13]=1[O:14][CH3:15].[F:17][C:18]([F:29])([F:28])[C:19]1[CH:24]=[CH:23][CH:22]=[C:21]([N:25]=[C:26]=[O:27])[CH:20]=1. The catalyst is C(Cl)Cl. The product is [Br:1][C:2]1[CH:6]=[N:5][N:4]([CH3:7])[C:3]=1[C:8]1[CH:9]=[C:10]([NH:16][C:26]([NH:25][C:21]2[CH:22]=[CH:23][CH:24]=[C:19]([C:18]([F:17])([F:28])[F:29])[CH:20]=2)=[O:27])[CH:11]=[CH:12][C:13]=1[O:14][CH3:15]. The yield is 0.650. (8) The reactants are [C:1]([N:4]1[C:8]2[CH:9]=[CH:10][CH:11]=[CH:12][C:7]=2[NH:6][C:5]1=[O:13])([CH3:3])=[CH2:2]. The catalyst is [Pd].CO. The product is [CH:1]([N:4]1[C:8]2[CH:9]=[CH:10][CH:11]=[CH:12][C:7]=2[NH:6][C:5]1=[O:13])([CH3:3])[CH3:2]. The yield is 1.00. (9) The reactants are OC(C(F)(F)F)=O.[NH2:8][CH2:9][CH2:10][C:11]1[O:15][C:14]([C@@H:16]2[CH2:22][CH2:21][C@@H:20]3[CH2:23][N:17]2[C:18](=[O:32])[N:19]3[O:24][CH2:25][C:26]2[CH:31]=[CH:30][CH:29]=[CH:28][CH:27]=2)=[N:13][N:12]=1.[C:33]([O:37][C:38]([NH:40][C:41](=[N:47][C:48](=[O:54])[O:49][C:50]([CH3:53])([CH3:52])[CH3:51])N1C=CC=N1)=[O:39])([CH3:36])([CH3:35])[CH3:34]. The catalyst is CO. The product is [C:50]([O:49][C:48]([N:47]=[C:41]([NH:40][C:38]([O:37][C:33]([CH3:36])([CH3:35])[CH3:34])=[O:39])[NH:8][CH2:9][CH2:10][C:11]1[O:15][C:14]([C@@H:16]2[CH2:22][CH2:21][C@@H:20]3[CH2:23][N:17]2[C:18](=[O:32])[N:19]3[O:24][CH2:25][C:26]2[CH:31]=[CH:30][CH:29]=[CH:28][CH:27]=2)=[N:13][N:12]=1)=[O:54])([CH3:53])([CH3:52])[CH3:51]. The yield is 0.700. (10) The yield is 0.750. The catalyst is CN(C=O)C.C(OCC)(=O)C.C1C=CC([P]([Pd]([P](C2C=CC=CC=2)(C2C=CC=CC=2)C2C=CC=CC=2)([P](C2C=CC=CC=2)(C2C=CC=CC=2)C2C=CC=CC=2)[P](C2C=CC=CC=2)(C2C=CC=CC=2)C2C=CC=CC=2)(C2C=CC=CC=2)C2C=CC=CC=2)=CC=1.[Cu]I. The reactants are [C:1]([O:5][C:6]([N:8]1[CH2:12][CH2:11][CH2:10][CH:9]1[C:13]1[NH:17][C:16]2[CH:18]=[C:19]([C:22]#[CH:23])[CH:20]=[CH:21][C:15]=2[N:14]=1)=[O:7])([CH3:4])([CH3:3])[CH3:2].[I:24][C:25]1[CH:30]=[CH:29][C:28](I)=[CH:27][CH:26]=1.C(N(CC)CC)C. The product is [C:1]([O:5][C:6]([N:8]1[CH2:12][CH2:11][CH2:10][CH:9]1[C:13]1[NH:17][C:16]2[CH:18]=[C:19]([C:22]#[C:23][C:28]3[CH:29]=[CH:30][C:25]([I:24])=[CH:26][CH:27]=3)[CH:20]=[CH:21][C:15]=2[N:14]=1)=[O:7])([CH3:4])([CH3:3])[CH3:2].